Dataset: Full USPTO retrosynthesis dataset with 1.9M reactions from patents (1976-2016). Task: Predict the reactants needed to synthesize the given product. (1) The reactants are: [OH:1][C@H:2]([CH3:16])[CH2:3][N:4]1[C:12]2[C:7](=[CH:8][CH:9]=[C:10]([OH:15])[C:11]=2[N:13]=O)[CH:6]=[N:5]1.N1C=CC=CC=1.[CH3:23][O:24][CH2:25][C:26](Cl)=O. Given the product [CH3:23][O:24][CH2:25][C:26]1[O:15][C:10]2[CH:9]=[CH:8][C:7]3[CH:6]=[N:5][N:4]([CH2:3][C@H:2]([OH:1])[CH3:16])[C:12]=3[C:11]=2[N:13]=1, predict the reactants needed to synthesize it. (2) The reactants are: [CH3:1][N:2]1[CH:6]=[C:5]([C:7]2[CH:8]=[CH:9][C:10]3[N:11]([C:13]([CH2:16][C:17]4[CH:18]=[CH:19][C:20]5[N:21]([C:23]([CH:26]=[O:27])=[CH:24][N:25]=5)[CH:22]=4)=[CH:14][N:15]=3)[N:12]=2)[CH:4]=[N:3]1.O.[BH4-].[Na+]. Given the product [CH3:1][N:2]1[CH:6]=[C:5]([C:7]2[CH:8]=[CH:9][C:10]3[N:11]([C:13]([CH2:16][C:17]4[CH:18]=[CH:19][C:20]5[N:21]([C:23]([CH2:26][OH:27])=[CH:24][N:25]=5)[CH:22]=4)=[CH:14][N:15]=3)[N:12]=2)[CH:4]=[N:3]1, predict the reactants needed to synthesize it. (3) Given the product [O:29]=[C:21]1[C:22]2[CH:28]=[CH:27][CH:26]=[CH:25][C:23]=2[S:24][C:1]([C:3]2[N:4]=[C:5]([CH2:9][CH2:10][O:11][CH2:12][CH2:13][C:14]([O:16][C:17]([CH3:20])([CH3:19])[CH3:18])=[O:15])[CH:6]=[CH:7][CH:8]=2)=[N:2]1, predict the reactants needed to synthesize it. The reactants are: [C:1]([C:3]1[CH:8]=[CH:7][CH:6]=[C:5]([CH2:9][CH2:10][O:11][CH2:12][CH2:13][C:14]([O:16][C:17]([CH3:20])([CH3:19])[CH3:18])=[O:15])[N:4]=1)#[N:2].[C:21](OC)(=[O:29])[C:22]1[C:23](=[CH:25][CH:26]=[CH:27][CH:28]=1)[SH:24].C(N(CC)CC)C.